From a dataset of Reaction yield outcomes from USPTO patents with 853,638 reactions. Predict the reaction yield, written as a fraction of the theoretical maximum amount of product (1.0 means a 100% yield; for example, 0.34 means a 34% yield). (1) The yield is 0.620. The reactants are [CH3:1][CH:2]([N:4]1[C:12](/[CH:13]=[CH:14]/[C@H:15]([OH:24])[CH2:16][C@H:17]([OH:23])[CH2:18][C:19]([O:21]C)=[O:20])=[C:11]([C:25]2[CH:30]=[CH:29][C:28]([F:31])=[CH:27][CH:26]=2)[C:10]2[C:5]1=[CH:6][CH:7]=[CH:8][CH:9]=2)[CH3:3].[OH-].[Na+:33]. The catalyst is ClCCl. The product is [CH3:3][CH:2]([N:4]1[C:12](/[CH:13]=[CH:14]/[CH:15]([OH:24])[CH2:16][CH:17]([OH:23])[CH2:18][C:19]([O-:21])=[O:20])=[C:11]([C:25]2[CH:26]=[CH:27][C:28]([F:31])=[CH:29][CH:30]=2)[C:10]2[CH:9]=[CH:8][CH:7]=[CH:6][C:5]1=2)[CH3:1].[Na+:33]. (2) The reactants are [CH3:1][S:2][C:3]1[NH:4][C:5](=[O:22])[C:6]([O:14][CH2:15][C:16]2[CH:21]=[CH:20][CH:19]=[CH:18][CH:17]=2)=[C:7]([C:9]([O:11][CH2:12][CH3:13])=[O:10])[N:8]=1.C([O-])([O-])=O.[Cs+].[Cs+].Br[CH2:30][CH:31]=[CH2:32]. The catalyst is CN(C=O)C. The product is [CH2:32]([O:22][C:5]1[N:4]=[C:3]([S:2][CH3:1])[N:8]=[C:7]([C:9]([O:11][CH2:12][CH3:13])=[O:10])[C:6]=1[O:14][CH2:15][C:16]1[CH:17]=[CH:18][CH:19]=[CH:20][CH:21]=1)[CH:31]=[CH2:30]. The yield is 0.380. (3) The reactants are [CH3:1][O:2][C:3]1[CH:4]=[C:5]([C@H:9]([CH2:13][CH3:14])[CH2:10][CH:11]=[O:12])[CH:6]=[CH:7][CH:8]=1.[CH2:15](N(CC)CC)C. The catalyst is ClCCl. The product is [CH3:1][O:2][C:3]1[CH:4]=[C:5]([C@@H:9]([CH2:13][CH3:14])[C:10](=[CH2:15])[CH:11]=[O:12])[CH:6]=[CH:7][CH:8]=1. The yield is 0.810.